From a dataset of Forward reaction prediction with 1.9M reactions from USPTO patents (1976-2016). Predict the product of the given reaction. Given the reactants [CH3:1][O:2][C:3]1[CH:12]=[C:11]2[C:6]([C:7](=[O:24])[C:8]([C:13]3[CH:18]=[CH:17][C:16]([O:19][CH2:20][CH:21]4[CH2:23][O:22]4)=[CH:15][CH:14]=3)=[CH:9][O:10]2)=[CH:5][CH:4]=1.[CH:25]1([NH2:31])[CH2:30][CH2:29][CH2:28][CH2:27][CH2:26]1, predict the reaction product. The product is: [CH:25]1([NH:31][CH2:23][CH:21]([OH:22])[CH2:20][O:19][C:16]2[CH:17]=[CH:18][C:13]([C:8]3[C:7](=[O:24])[C:6]4[C:11](=[CH:12][C:3]([O:2][CH3:1])=[CH:4][CH:5]=4)[O:10][CH:9]=3)=[CH:14][CH:15]=2)[CH2:30][CH2:29][CH2:28][CH2:27][CH2:26]1.